Dataset: Full USPTO retrosynthesis dataset with 1.9M reactions from patents (1976-2016). Task: Predict the reactants needed to synthesize the given product. (1) Given the product [F:1][C:2]1[CH:7]=[CH:6][C:5]([NH:8][C:9]2[C:10]3[C:17]([CH3:18])=[C:16]([C:19]([OH:21])=[O:20])[S:15][C:11]=3[N:12]=[CH:13][N:14]=2)=[C:4]([O:23][CH:24]([CH3:26])[CH3:25])[CH:3]=1, predict the reactants needed to synthesize it. The reactants are: [F:1][C:2]1[CH:7]=[CH:6][C:5]([NH:8][C:9]2[C:10]3[C:17]([CH3:18])=[C:16]([C:19]([O:21]C)=[O:20])[S:15][C:11]=3[N:12]=[CH:13][N:14]=2)=[C:4]([O:23][CH:24]([CH3:26])[CH3:25])[CH:3]=1.[OH-].[Li+].Cl. (2) Given the product [Br:1][C:2]1[CH:10]=[CH:9][C:5]([CH2:6][CH2:7][NH:8][S:19]([CH3:18])(=[O:21])=[O:20])=[CH:4][CH:3]=1, predict the reactants needed to synthesize it. The reactants are: [Br:1][C:2]1[CH:10]=[CH:9][C:5]([CH2:6][CH2:7][NH2:8])=[CH:4][CH:3]=1.C(N(CC)CC)C.[CH3:18][S:19](Cl)(=[O:21])=[O:20]. (3) Given the product [F:1][C:2]1[C:3]([NH:12][C:13]2([CH3:19])[CH2:17][CH2:16][CH2:15][CH:14]2[NH:18][C:61]([C:56]2[C:55]([C:50]3[N:49]=[CH:54][CH:53]=[CH:52][N:51]=3)=[CH:60][CH:59]=[CH:58][N:57]=2)=[O:62])=[N:4][CH:5]=[C:6]([C:8]([F:11])([F:9])[F:10])[CH:7]=1, predict the reactants needed to synthesize it. The reactants are: [F:1][C:2]1[C:3]([NH:12][C:13]2([CH3:19])[CH2:17][CH2:16][CH2:15][CH:14]2[NH2:18])=[N:4][CH:5]=[C:6]([C:8]([F:11])([F:10])[F:9])[CH:7]=1.CN1CCOCC1.[B-](F)(F)(F)F.CCOC(C(C#N)=NOC(N(C)C)=[N+](C)C)=O.[N:49]1[CH:54]=[CH:53][CH:52]=[N:51][C:50]=1[C:55]1[C:56]([C:61](O)=[O:62])=[N:57][CH:58]=[CH:59][CH:60]=1. (4) Given the product [CH3:47][C:48]1[O:52][C:51]([C:53]2[CH:58]=[CH:57][C:56]([NH:59][C:14](=[O:15])[CH2:13][C:12](=[O:11])[N:17]3[CH2:22][CH2:21][N:20]([C:23](=[O:34])[C:24]4[CH:29]=[CH:28][CH:27]=[CH:26][C:25]=4[C:30]([F:31])([F:32])[F:33])[CH2:19][CH2:18]3)=[CH:55][CH:54]=2)=[N:50][N:49]=1, predict the reactants needed to synthesize it. The reactants are: C1C=CC2N(O)N=NC=2C=1.[O:11]=[C:12]([N:17]1[CH2:22][CH2:21][N:20]([C:23](=[O:34])[C:24]2[CH:29]=[CH:28][CH:27]=[CH:26][C:25]=2[C:30]([F:33])([F:32])[F:31])[CH2:19][CH2:18]1)[CH2:13][C:14](O)=[O:15].CCN=C=NCCCN(C)C.Cl.[CH3:47][C:48]1[O:52][C:51]([C:53]2[CH:58]=[CH:57][C:56]([NH2:59])=[CH:55][CH:54]=2)=[N:50][N:49]=1. (5) Given the product [ClH:1].[CH3:7][N:8]([CH2:26][C:27]1[CH:36]=[CH:35][C:34]2[C:29](=[CH:30][CH:31]=[CH:32][CH:33]=2)[C:28]=1[CH2:37][CH2:38][CH3:39])[C:9](=[O:25])/[CH:10]=[CH:11]/[C:12]1[CH:24]=[N:23][C:15]2[NH:16][C:17](=[O:22])[CH2:18][N:19]([CH3:21])[CH2:20][C:14]=2[CH:13]=1, predict the reactants needed to synthesize it. The reactants are: [ClH:1].CCOCC.[CH3:7][N:8]([CH2:26][C:27]1[CH:36]=[CH:35][C:34]2[C:29](=[CH:30][CH:31]=[CH:32][CH:33]=2)[C:28]=1[CH2:37][CH2:38][CH3:39])[C:9](=[O:25])/[CH:10]=[CH:11]/[C:12]1[CH:24]=[N:23][C:15]2[NH:16][C:17](=[O:22])[CH2:18][N:19]([CH3:21])[CH2:20][C:14]=2[CH:13]=1. (6) Given the product [CH3:1][O:2][C:3]1[CH:8]=[CH:7][C:6]([C:19]2[CH:24]=[CH:23][C:22]([CH3:25])=[C:21]([N+:26]([O-:28])=[O:27])[CH:20]=2)=[CH:5][CH:4]=1, predict the reactants needed to synthesize it. The reactants are: [CH3:1][O:2][C:3]1[CH:8]=[CH:7][C:6](B(O)O)=[CH:5][CH:4]=1.C(=O)([O-])[O-].[K+].[K+].Br[C:19]1[CH:24]=[CH:23][C:22]([CH3:25])=[C:21]([N+:26]([O-:28])=[O:27])[CH:20]=1.O. (7) Given the product [CH2:11]([O:1][C:2]1[CH:3]=[C:4]([CH:7]=[CH:8][C:9]=1[O:22][CH2:19][C:2]1[CH:3]=[CH:4][CH:7]=[CH:8][CH:9]=1)[CH:5]=[O:6])[C:12]1[CH:17]=[CH:16][CH:15]=[CH:14][CH:13]=1, predict the reactants needed to synthesize it. The reactants are: [OH:1][C:2]1[CH:3]=[C:4]([CH:7]=[CH:8][C:9]=1O)[CH:5]=[O:6].[CH2:11](Br)[C:12]1[CH:17]=[CH:16][CH:15]=[CH:14][CH:13]=1.[C:19](=[O:22])([O-])[O-].[K+].[K+].CN(C=O)C.